This data is from Reaction yield outcomes from USPTO patents with 853,638 reactions. The task is: Predict the reaction yield, written as a fraction of the theoretical maximum amount of product (1.0 means a 100% yield; for example, 0.34 means a 34% yield). (1) The reactants are [Cl:1][C:2]1[CH:10]=[CH:9][CH:8]=[C:7]2[C:3]=1[C:4]1([C:25]3=[CH:26][C:27]4[O:31][CH2:30][O:29][C:28]=4[CH:32]=[C:24]3[O:23][CH2:22]1)[C:5](=[O:21])[N:6]2[CH2:11][C:12](=[N:14][O:15][C:16]([CH:18]1[CH2:20][CH2:19]1)=O)[NH2:13]. The catalyst is N1C=CC=CC=1. The product is [Cl:1][C:2]1[CH:10]=[CH:9][CH:8]=[C:7]2[C:3]=1[C:4]1([C:25]3=[CH:26][C:27]4[O:31][CH2:30][O:29][C:28]=4[CH:32]=[C:24]3[O:23][CH2:22]1)[C:5](=[O:21])[N:6]2[CH2:11][C:12]1[N:13]=[C:16]([CH:18]2[CH2:19][CH2:20]2)[O:15][N:14]=1. The yield is 0.160. (2) The reactants are [C:1]([O:7][CH2:8][CH3:9])(=[O:6])[C:2]#[C:3][CH2:4][CH3:5]. The catalyst is [Pd].CC([O-])=O.CC([O-])=O.[Pb+2].C1COCC1.N1C=CC=CC=1. The product is [C:1]([O:7][CH2:8][CH3:9])(=[O:6])/[CH:2]=[CH:3]\[CH2:4][CH3:5]. The yield is 0.980. (3) The reactants are [Br:1][C:2]1[CH:3]=[C:4]([CH2:9][C:10]([C:12]2[CH:17]=[CH:16][CH:15]=[C:14]([CH3:18])[N:13]=2)=O)[CH:5]=[CH:6][C:7]=1[F:8].COC(OC)[N:22]([CH3:24])C.O.[NH2:28]N. The catalyst is CN(C)C=O.C(O)C. The product is [Br:1][C:2]1[CH:3]=[C:4]([C:9]2[C:10]([C:12]3[CH:17]=[CH:16][CH:15]=[C:14]([CH3:18])[N:13]=3)=[N:28][NH:22][CH:24]=2)[CH:5]=[CH:6][C:7]=1[F:8]. The yield is 0.990. (4) The reactants are [F:1][C:2]1[CH:7]=[CH:6][C:5]([N:8]2[C:12]([C:13]3[CH:18]=[CH:17][C:16]([N+:19]([O-])=O)=[CH:15][CH:14]=3)=[CH:11][CH:10]=[C:9]2[C:22]2[CH:27]=[CH:26][C:25]([N+:28]([O-])=O)=[CH:24][CH:23]=2)=[CH:4][CH:3]=1.[Cl-].[NH4+].O. The yield is 0.770. The catalyst is C(O)C.C1COCC1.[Fe]. The product is [F:1][C:2]1[CH:7]=[CH:6][C:5]([N:8]2[C:9]([C:22]3[CH:27]=[CH:26][C:25]([NH2:28])=[CH:24][CH:23]=3)=[CH:10][CH:11]=[C:12]2[C:13]2[CH:18]=[CH:17][C:16]([NH2:19])=[CH:15][CH:14]=2)=[CH:4][CH:3]=1. (5) The reactants are [CH:1]([C:4]1[CH:9]=[CH:8][C:7]([C:10]2([CH3:23])[C:14]3[C:15]([CH3:21])=[CH:16][C:17]([CH3:20])=[C:18]([CH3:19])[C:13]=3[O:12][C:11]2=[O:22])=[CH:6][CH:5]=1)([CH3:3])[CH3:2]. The catalyst is C(OCC)(=O)C.CCCCCC. The product is [OH:22][CH2:11][C:10]([C:14]1[C:15]([CH3:21])=[CH:16][C:17]([CH3:20])=[C:18]([CH3:19])[C:13]=1[OH:12])([C:7]1[CH:6]=[CH:5][C:4]([CH:1]([CH3:3])[CH3:2])=[CH:9][CH:8]=1)[CH3:23]. The yield is 0.830. (6) The reactants are Br[CH2:2][C:3]([NH:5][C:6]1[C:7]([CH3:31])=[C:8]2[C:13]([NH:14][C:15]3[CH:20]=[CH:19][C:18]([O:21][C:22]4[CH:27]=[CH:26][CH:25]=[CH:24][CH:23]=4)=[CH:17][CH:16]=3)=[C:12]([C:28]#[N:29])[CH:11]=[N:10][N:9]2[CH:30]=1)=[O:4].[NH2:32][C:33]([NH2:35])=[S:34]. The catalyst is CC(C)=O. The product is [NH2:35][C:33]1[S:34][CH2:2][C:3]([NH:5][C:6]2[C:7]([CH3:31])=[C:8]3[C:13]([NH:14][C:15]4[CH:20]=[CH:19][C:18]([O:21][C:22]5[CH:27]=[CH:26][CH:25]=[CH:24][CH:23]=5)=[CH:17][CH:16]=4)=[C:12]([C:28]#[N:29])[CH:11]=[N:10][N:9]3[CH:30]=2)([OH:4])[N:32]=1. The yield is 0.630. (7) The reactants are Br[C:2]1[CH:9]=[C:8]([N:10]2[C:18]3[CH2:17][C:16]([CH3:20])([CH3:19])[CH2:15][C:14](=[O:21])[C:13]=3[C:12]([CH3:22])=[CH:11]2)[CH:7]=[CH:6][C:3]=1[C:4]#[N:5].[CH3:23][O:24][C:25]1[CH:26]=[C:27]([CH:29]=[C:30]([O:34][CH3:35])[C:31]=1[O:32][CH3:33])[NH2:28].CC(C)([O-:39])C.[Na+]. The catalyst is C1(C)C=CC=CC=1.C([O-])(=O)C.[Pd+2].C([O-])(=O)C.C1(P(C2C=CC=CC=2)[C-]2C=CC=C2)C=CC=CC=1.[C-]1(P(C2C=CC=CC=2)C2C=CC=CC=2)C=CC=C1.[Fe+2]. The product is [CH3:35][O:34][C:30]1[CH:29]=[C:27]([NH:28][C:2]2[CH:9]=[C:8]([N:10]3[C:18]4[CH2:17][C:16]([CH3:20])([CH3:19])[CH2:15][C:14](=[O:21])[C:13]=4[C:12]([CH3:22])=[CH:11]3)[CH:7]=[CH:6][C:3]=2[C:4]([NH2:5])=[O:39])[CH:26]=[C:25]([O:24][CH3:23])[C:31]=1[O:32][CH3:33]. The yield is 0.200.